From a dataset of Catalyst prediction with 721,799 reactions and 888 catalyst types from USPTO. Predict which catalyst facilitates the given reaction. (1) Reactant: [F:1][C:2]1[C:3]([C@H:8]([C:22]2[CH:27]=[CH:26][C:25]([C:28]([F:31])([F:30])[F:29])=[CH:24][CH:23]=2)[NH:9][C:10](=[O:21])[C:11]2[CH:16]=[CH:15][C:14]([OH:17])=[C:13]([N+:18]([O-:20])=[O:19])[CH:12]=2)=[N:4][CH:5]=[CH:6][CH:7]=1.[C:32](OC(=O)C)(=[O:34])[CH3:33].CCN(C(C)C)C(C)C. Product: [C:32]([O:17][C:14]1[CH:15]=[CH:16][C:11]([C:10](=[O:21])[NH:9][C@H:8]([C:3]2[C:2]([F:1])=[CH:7][CH:6]=[CH:5][N:4]=2)[C:22]2[CH:27]=[CH:26][C:25]([C:28]([F:30])([F:31])[F:29])=[CH:24][CH:23]=2)=[CH:12][C:13]=1[N+:18]([O-:20])=[O:19])(=[O:34])[CH3:33]. The catalyst class is: 2. (2) Reactant: [CH2:1]1[S:5][C@@H:4]([CH2:6][CH2:7][CH2:8][CH2:9][C:10]([OH:12])=O)[C@H:3]2[NH:13][C:14]([NH:16][C@@H:2]12)=[O:15].F[P-](F)(F)(F)(F)F.N1(OC(N(C)C)=[N+](C)C)C2C=CC=CC=2N=N1.CCN(C(C)C)C(C)C.[C:50]([NH:57][CH2:58][CH2:59][O:60][CH2:61][CH2:62][O:63][CH2:64][CH2:65][NH2:66])([O:52][C:53]([CH3:56])([CH3:55])[CH3:54])=[O:51]. Product: [C:50]([NH:57][CH2:58][CH2:59][O:60][CH2:61][CH2:62][O:63][CH2:64][CH2:65][NH:66][C:10](=[O:12])[CH2:9][CH2:8][CH2:7][CH2:6][C@H:4]1[C@@H:3]2[C@@H:2]([NH:16][C:14]([NH:13]2)=[O:15])[CH2:1][S:5]1)([O:52][C:53]([CH3:56])([CH3:55])[CH3:54])=[O:51]. The catalyst class is: 3. (3) Reactant: [NH2:1][CH2:2][C:3]1[CH:8]=[CH:7][N:6]=[CH:5][CH:4]=1.[Br:9][C:10]1[S:14][C:13]([S:15](Cl)(=[O:17])=[O:16])=[CH:12][CH:11]=1.C(N(CC)CC)C. Product: [N:6]1[CH:7]=[CH:8][C:3]([CH2:2][NH:1][S:15]([C:13]2[S:14][C:10]([Br:9])=[CH:11][CH:12]=2)(=[O:17])=[O:16])=[CH:4][CH:5]=1. The catalyst class is: 1. (4) Reactant: [F:1][C:2]1[CH:3]=[N:4][CH:5]=[C:6]([F:23])[C:7]=1[C:8]1[C:9]([C:16]2[CH:21]=[CH:20][CH:19]=[CH:18][C:17]=2[F:22])=[N:10][C:11]([NH2:15])=[C:12]([NH2:14])[CH:13]=1.CCN(CC)CC.[C:31](N1C=CN=C1)(N1C=CN=C1)=[O:32]. Product: [F:23][C:6]1[CH:5]=[N:4][CH:3]=[C:2]([F:1])[C:7]=1[C:8]1[CH:13]=[C:12]2[NH:14][C:31](=[O:32])[NH:15][C:11]2=[N:10][C:9]=1[C:16]1[CH:21]=[CH:20][CH:19]=[CH:18][C:17]=1[F:22]. The catalyst class is: 1. (5) Reactant: Br[CH2:2][C:3]([C:5]1[CH:10]=[CH:9][CH:8]=[CH:7][C:6]=1[O:11][CH2:12][C:13]1[CH:18]=[CH:17][CH:16]=[CH:15][CH:14]=1)=O.[CH:19]([O-:21])=O.[Na+].C([O-])(=O)C.[NH4+:27]. Product: [CH2:12]([O:11][C:6]1[CH:7]=[CH:8][CH:9]=[CH:10][C:5]=1[C:3]1[N:27]=[CH:19][O:21][CH:2]=1)[C:13]1[CH:18]=[CH:17][CH:16]=[CH:15][CH:14]=1. The catalyst class is: 35. (6) Reactant: C([Mg]Br)C.[Cl:5][C:6]1[CH:11]=[CH:10][C:9]([OH:12])=[C:8]([CH3:13])[CH:7]=1.CN(C)CCN(C)C.[CH2:22]=[O:23].CN(P(N(C)C)(N(C)C)=O)C. Product: [Cl:5][C:6]1[CH:7]=[C:8]([CH3:13])[C:9]([OH:12])=[C:10]([CH:11]=1)[CH:22]=[O:23]. The catalyst class is: 11. (7) Reactant: [O:1]=[C:2]1[NH:6][C:5](=[O:7])[CH:4]([CH2:8][C:9]2[CH:10]=[CH:11][C:12]([OH:19])=[C:13]([CH:18]=2)[C:14]([O:16][CH3:17])=[O:15])[S:3]1.C(=O)([O-])[O-].[Cs+].[Cs+].CS(O[CH2:31][CH2:32][N:33]1[C:37]2[CH:38]=[C:39]([Br:43])[CH:40]=[C:41]([CH3:42])[C:36]=2[N:35]=[C:34]1[CH2:44][CH2:45][CH3:46])(=O)=O.O. Product: [Br:43][C:39]1[CH:40]=[C:41]([CH3:42])[C:36]2[N:35]=[C:34]([CH2:44][CH2:45][CH3:46])[N:33]([CH2:32][CH2:31][O:19][C:12]3[CH:11]=[CH:10][C:9]([CH2:8][CH:4]4[S:3][C:2](=[O:1])[NH:6][C:5]4=[O:7])=[CH:18][C:13]=3[C:14]([O:16][CH3:17])=[O:15])[C:37]=2[CH:38]=1. The catalyst class is: 3. (8) Reactant: [CH2:1]([N:8]1[CH2:13][CH2:12][C:11]([C:14]2[CH:19]=[CH:18][C:17]([N:20]3[CH2:24][C@H:23]([CH2:25]OS(C)(=O)=O)[O:22][C:21]3=[O:31])=[CH:16][C:15]=2[F:32])=[CH:10][CH2:9]1)[C:2]1[CH:7]=[CH:6][CH:5]=[CH:4][CH:3]=1.O1C2(CCN(C3C=CC(N4C[C@H](C[N:55]5C=C[N:57]=[N:56]5)OC4=O)=CC=3F)CC2)OCC1. Product: [CH2:1]([N:8]1[CH2:13][CH2:12][C:11]([C:14]2[CH:19]=[CH:18][C:17]([N:20]3[CH2:24][C@H:23]([CH2:25][N:55]=[N+:56]=[N-:57])[O:22][C:21]3=[O:31])=[CH:16][C:15]=2[F:32])=[CH:10][CH2:9]1)[C:2]1[CH:3]=[CH:4][CH:5]=[CH:6][CH:7]=1. The catalyst class is: 16. (9) Reactant: [Cl:1][C:2]1[N:7]=[C:6]([N:8]([CH3:19])[C:9]2[CH:17]=[C:16]3[C:12]([C:13]([CH3:18])=[N:14][NH:15]3)=[CH:11][CH:10]=2)[CH:5]=[CH:4][N:3]=1.C([O-])([O-])=O.[Cs+].[Cs+].[Cl:26][C:27]1[CH:28]=[C:29]([CH:32]=[CH:33][CH:34]=1)[CH2:30]Br. Product: [Cl:26][C:27]1[CH:28]=[C:29]([CH:32]=[CH:33][CH:34]=1)[CH2:30][N:14]1[C:13]([CH3:18])=[C:12]2[C:16]([CH:17]=[C:9]([N:8]([C:6]3[CH:5]=[CH:4][N:3]=[C:2]([Cl:1])[N:7]=3)[CH3:19])[CH:10]=[CH:11]2)=[N:15]1. The catalyst class is: 39. (10) Reactant: C([O:4][C:5]1[CH:12]=[CH:11][C:8]([CH:9]=[CH2:10])=[CH:7][CH:6]=1)(=O)C.[C:13]([O:17][C:18]1[CH:25]=[CH:24][C:21]([CH:22]=[CH2:23])=[CH:20][CH:19]=1)([CH3:16])([CH3:15])[CH3:14].N(C(C)(CC)C([O-])=O)=NC(C)(CC)C([O-])=O.N(C(C)(C)C(OC)=O)=NC(C)(C)C(OC)=O. Product: [OH:4][C:5]1[CH:12]=[CH:11][C:8]([CH:9]=[CH2:10])=[CH:7][CH:6]=1.[C:13]([O:17][C:18]1[CH:19]=[CH:20][C:21]([CH:22]=[CH2:23])=[CH:24][CH:25]=1)([CH3:16])([CH3:14])[CH3:15]. The catalyst class is: 252.